This data is from Forward reaction prediction with 1.9M reactions from USPTO patents (1976-2016). The task is: Predict the product of the given reaction. (1) Given the reactants [F:1][C:2]1[CH:3]=[C:4]([C:9]2[C:10]([C:15]#[N:16])=[CH:11][CH:12]=[CH:13][CH:14]=2)[CH:5]=[CH:6][C:7]=1[CH3:8].[Br:17]N1C(=O)CCC1=O.C1(C(F)(F)F)C=CC=CC=1.N(C(C)(C)C#N)=NC(C)(C)C#N, predict the reaction product. The product is: [Br:17][CH2:8][C:7]1[CH:6]=[CH:5][C:4]([C:9]2[C:10]([C:15]#[N:16])=[CH:11][CH:12]=[CH:13][CH:14]=2)=[CH:3][C:2]=1[F:1]. (2) Given the reactants NC1C=CC(C)=C(C(C2C=CC(NC3C=CC(C(F)(F)F)=CC=3)=CC=2Cl)=O)C=1.[Cl:29][C:30]1[CH:35]=[C:34]([NH:36][C:37]2[CH:42]=[CH:41][C:40]([O:43][CH3:44])=[CH:39][CH:38]=2)[CH:33]=[CH:32][C:31]=1[C:45]([C:47]1[CH:52]=[C:51]([N+:53]([O-])=O)[CH:50]=[CH:49][C:48]=1[CH3:56])=[O:46], predict the reaction product. The product is: [NH2:53][C:51]1[CH:50]=[CH:49][C:48]([CH3:56])=[C:47]([C:45]([C:31]2[CH:32]=[CH:33][C:34]([NH:36][C:37]3[CH:42]=[CH:41][C:40]([O:43][CH3:44])=[CH:39][CH:38]=3)=[CH:35][C:30]=2[Cl:29])=[O:46])[CH:52]=1. (3) Given the reactants [CH3:1][O:2][C:3]1[CH:8]=[CH:7][CH:6]=[CH:5][C:4]=1[NH:9][C:10]([C@H:12]1[N:20]([C:21](=[O:40])[C@@H:22]([NH:26][C:27](=[O:39])[C@@H:28]([N:30](C)[C:31](=O)OC(C)(C)C)[CH3:29])[CH:23]([CH3:25])[CH3:24])[C:15]2=[N:16][CH:17]=[CH:18][CH:19]=[C:14]2[CH2:13]1)=[O:11].C(O)(C(F)(F)F)=O, predict the reaction product. The product is: [CH3:1][O:2][C:3]1[CH:8]=[CH:7][CH:6]=[CH:5][C:4]=1[NH:9][C:10]([C@H:12]1[N:20]([C:21](=[O:40])[C@@H:22]([NH:26][C:27](=[O:39])[C@@H:28]([NH:30][CH3:31])[CH3:29])[CH:23]([CH3:25])[CH3:24])[C:15]2=[N:16][CH:17]=[CH:18][CH:19]=[C:14]2[CH2:13]1)=[O:11].